This data is from Reaction yield outcomes from USPTO patents with 853,638 reactions. The task is: Predict the reaction yield, written as a fraction of the theoretical maximum amount of product (1.0 means a 100% yield; for example, 0.34 means a 34% yield). (1) The reactants are [CH3:1][NH:2][C:3]([C:5]1[CH:9]=[CH:8][S:7][C:6]=1[CH3:10])=[O:4].C([Li])CCC.[O:16]1[CH2:20][CH2:19][O:18][CH:17]1[C:21]1[CH:28]=[CH:27][C:24](C#N)=[CH:23][CH:22]=1. The catalyst is O1CCCC1. The product is [O:16]1[CH2:20][CH2:19][O:18][CH:17]1[C:21]1[CH:28]=[CH:27][C:24]([C:1]2[NH:2][C:3](=[O:4])[C:5]3[CH:9]=[CH:8][S:7][C:6]=3[CH:10]=2)=[CH:23][CH:22]=1. The yield is 0.317. (2) The reactants are [NH2:1][C:2]1[C:3]([C:8]([O:10][CH3:11])=[O:9])=[N:4][CH:5]=[CH:6][N:7]=1.C(=O)([O-])[O-].[Na+].[Na+].[Br:18]Br. The product is [NH2:1][C:2]1[C:3]([C:8]([O:10][CH3:11])=[O:9])=[N:4][C:5]([Br:18])=[CH:6][N:7]=1. The yield is 0.910. The catalyst is C(O)(=O)C.O. (3) The reactants are [CH:1]1([C:6]#[CH:7])[CH2:5][CH2:4][CH2:3][CH2:2]1.O1CCCC1.C([Li])CCC.CCCCCC.C1(C#C)CCCC1.[Li].O(C1C=CC=CC=1)[C:33]#[N:34]. No catalyst specified. The product is [CH:1]1([C:6]#[C:7][C:33]#[N:34])[CH2:5][CH2:4][CH2:3][CH2:2]1. The yield is 0.840. (4) The reactants are [C:1]([N:8]1[CH:13]=[C:12]([CH2:14][NH2:15])[CH:11]=[N:10][CH:9]1S(C)(=O)=O)([O:3][C:4]([CH3:7])([CH3:6])[CH3:5])=[O:2].[C-:20]#[N:21].[K+].C1OCCOCCOCCOCCOCCOC1. The catalyst is CN(C=O)C. The product is [C:1]([N:8]1[CH:13]=[C:12]([CH2:14][NH2:15])[CH:11]=[N:10][CH:9]1[C:20]#[N:21])([O:3][C:4]([CH3:7])([CH3:6])[CH3:5])=[O:2]. The yield is 0.460. (5) The reactants are [C:1]([O:5][C:6]([N:8]1[CH2:13][C@@H:12]([CH3:14])[NH:11][CH2:10][C@@H:9]1[CH3:15])=[O:7])([CH3:4])([CH3:3])[CH3:2].Br[C:17]1[CH:18]=[C:19]2[C:28](=[CH:29][CH:30]=1)[O:27][CH2:26][C:25]1[N:20]2[CH:21]([CH3:40])[C:22](=[O:39])[N:23]([CH2:31][O:32][CH2:33][CH2:34][Si:35]([CH3:38])([CH3:37])[CH3:36])[N:24]=1.C(O[Na])(C)(C)C. The catalyst is C1(C)C=CC=CC=1.CC([O-])=O.CC([O-])=O.[Pd+2]. The product is [C:1]([O:5][C:6]([N:8]1[CH2:13][C@@H:12]([CH3:14])[N:11]([C:17]2[CH:18]=[C:19]3[C:28](=[CH:29][CH:30]=2)[O:27][CH2:26][C:25]2[N:20]3[CH:21]([CH3:40])[C:22](=[O:39])[N:23]([CH2:31][O:32][CH2:33][CH2:34][Si:35]([CH3:37])([CH3:36])[CH3:38])[N:24]=2)[CH2:10][C@@H:9]1[CH3:15])=[O:7])([CH3:4])([CH3:2])[CH3:3]. The yield is 0.190.